From a dataset of Full USPTO retrosynthesis dataset with 1.9M reactions from patents (1976-2016). Predict the reactants needed to synthesize the given product. (1) Given the product [Cl:41][C:36]1[S:37][C:38]([Cl:40])=[CH:39][C:35]=1[C:33]([N:31]([CH2:30][C:10]1[CH:11]=[C:12]([O:15][CH2:16][CH2:17][C:18]2[N:19]=[C:20]([C:24]3[CH:29]=[CH:28][CH:27]=[CH:26][CH:25]=3)[O:21][C:22]=2[CH3:23])[CH:13]=[CH:14][C:9]=1[CH2:8][CH2:7][C:6]([OH:42])=[O:5])[CH3:32])=[O:34], predict the reactants needed to synthesize it. The reactants are: C([O:5][C:6](=[O:42])[CH2:7][CH2:8][C:9]1[CH:14]=[CH:13][C:12]([O:15][CH2:16][CH2:17][C:18]2[N:19]=[C:20]([C:24]3[CH:29]=[CH:28][CH:27]=[CH:26][CH:25]=3)[O:21][C:22]=2[CH3:23])=[CH:11][C:10]=1[CH2:30][N:31]([C:33]([C:35]1[CH:39]=[C:38]([Cl:40])[S:37][C:36]=1[Cl:41])=[O:34])[CH3:32])(C)(C)C.C1(OC)C=CC=CC=1.C(O)(C(F)(F)F)=O. (2) Given the product [CH3:11][C:12]([CH3:16])=[CH:13][CH2:14][O:7][C:6](=[O:8])[C:5]1[CH:9]=[CH:10][C:2]([NH2:1])=[CH:3][CH:4]=1, predict the reactants needed to synthesize it. The reactants are: [NH2:1][C:2]1[CH:10]=[CH:9][C:5]([C:6]([OH:8])=[O:7])=[CH:4][CH:3]=1.[CH3:11][C:12]([CH3:16])=[CH:13][CH2:14]O.C1CCC(N=C=NC2CCCCC2)CC1.